This data is from Peptide-MHC class I binding affinity with 185,985 pairs from IEDB/IMGT. The task is: Regression. Given a peptide amino acid sequence and an MHC pseudo amino acid sequence, predict their binding affinity value. This is MHC class I binding data. (1) The peptide sequence is APGKSLGTL. The MHC is HLA-A26:01 with pseudo-sequence HLA-A26:01. The binding affinity (normalized) is 0.213. (2) The peptide sequence is ELTSNCTRTT. The MHC is HLA-A02:01 with pseudo-sequence HLA-A02:01. The binding affinity (normalized) is 0.110.